From a dataset of Reaction yield outcomes from USPTO patents with 853,638 reactions. Predict the reaction yield, written as a fraction of the theoretical maximum amount of product (1.0 means a 100% yield; for example, 0.34 means a 34% yield). The yield is 0.364. The product is [CH3:27][C:25]1([CH3:28])[O:24][N:23]=[C:22]([S:21][CH2:20][C:14]2[C:13]([C:10](=[N:4][O:3][CH3:2])[CH3:11])=[C:17]([CH3:18])[S:16][C:15]=2[CH3:19])[CH2:26]1. The reactants are Cl.[CH3:2][O:3][NH2:4].C([O-])(=O)C.[Na+].[C:10]([C:13]1[C:14]([CH2:20][S:21][C:22]2[CH2:26][C:25]([CH3:28])([CH3:27])[O:24][N:23]=2)=[C:15]([CH3:19])[S:16][C:17]=1[CH3:18])(=O)[CH3:11].O. The catalyst is C(O)C.